This data is from Forward reaction prediction with 1.9M reactions from USPTO patents (1976-2016). The task is: Predict the product of the given reaction. The product is: [O:1]=[S:2]1(=[O:26])[CH2:6][CH2:5][CH2:4][N:3]1[C:7]1[CH:8]=[C:9]2[C:13](=[CH:14][CH:15]=1)[NH:12][N:11]=[C:10]2[NH:16][C:17](=[N:33][OH:34])[CH2:18][C:19]1[CH:24]=[CH:23][CH:22]=[CH:21][CH:20]=1. Given the reactants [O:1]=[S:2]1(=[O:26])[CH2:6][CH2:5][CH2:4][N:3]1[C:7]1[CH:8]=[C:9]2[C:13](=[CH:14][CH:15]=1)[NH:12][N:11]=[C:10]2[NH:16][C:17](=S)[CH2:18][C:19]1[CH:24]=[CH:23][CH:22]=[CH:21][CH:20]=1.C(=O)(O)[O-].[Na+].Cl.[NH2:33][OH:34], predict the reaction product.